This data is from Full USPTO retrosynthesis dataset with 1.9M reactions from patents (1976-2016). The task is: Predict the reactants needed to synthesize the given product. (1) The reactants are: C(N(CC)CC)C.[C:8](OC(=O)C)(=[O:10])[CH3:9].[C:15]([C:18]([CH3:55])([CH3:54])[CH2:19][NH:20][C:21](=[O:53])[C@H:22]([CH:50]([CH3:52])[CH3:51])[CH2:23][C@H:24]([OH:49])[C@@H:25]([N:46]=[N+:47]=[N-:48])[CH2:26][C@H:27]([CH2:31][C:32]1[CH:37]=[CH:36][C:35]([O:38][CH3:39])=[C:34]([O:40][CH2:41][CH2:42][CH2:43][O:44][CH3:45])[CH:33]=1)[CH:28]([CH3:30])[CH3:29])(=[O:17])[NH2:16].O. Given the product [N:46]([C@@H:25]([CH2:26][C@H:27]([CH2:31][C:32]1[CH:37]=[CH:36][C:35]([O:38][CH3:39])=[C:34]([O:40][CH2:41][CH2:42][CH2:43][O:44][CH3:45])[CH:33]=1)[CH:28]([CH3:29])[CH3:30])[C@@H:24]([O:49][C:8](=[O:10])[CH3:9])[CH2:23][C@H:22]([C:21](=[O:53])[NH:20][CH2:19][C:18]([C:15](=[O:17])[NH2:16])([CH3:55])[CH3:54])[CH:50]([CH3:51])[CH3:52])=[N+:47]=[N-:48], predict the reactants needed to synthesize it. (2) Given the product [Br:38][CH2:10][CH2:9][CH2:8][CH2:7][CH2:6][CH2:5][CH:1]1[CH2:4][CH2:3][CH2:2]1, predict the reactants needed to synthesize it. The reactants are: [CH:1]1([CH2:5][CH2:6][CH2:7][CH2:8][CH2:9][CH2:10]O)[CH2:4][CH2:3][CH2:2]1.C1(P(C2C=CC=CC=2)C2C=CC=CC=2)C=CC=CC=1.C1C(=O)N([Br:38])C(=O)C1.